From a dataset of Forward reaction prediction with 1.9M reactions from USPTO patents (1976-2016). Predict the product of the given reaction. Given the reactants [CH2:1]([Sn:5]([CH2:23][CH2:24][CH2:25][CH3:26])([CH2:19][CH2:20][CH2:21][CH3:22])[C:6]1[CH:7]=[C:8]([C:12]2[O:16][C:15]([CH:17]=O)=[CH:14][CH:13]=2)[CH:9]=[CH:10][CH:11]=1)[CH2:2][CH2:3][CH3:4].[CH2:27]([O:29][C:30](=[O:39])[CH2:31][N:32]1[C:36](=[O:37])[CH2:35][S:34][C:33]1=[S:38])[CH3:28].N1CCCCC1, predict the reaction product. The product is: [CH2:27]([O:29][C:30](=[O:39])[CH2:31][N:32]1[C:36](=[O:37])/[C:35](=[CH:17]/[C:15]2[O:16][C:12]([C:8]3[CH:9]=[CH:10][CH:11]=[C:6]([Sn:5]([CH2:1][CH2:2][CH2:3][CH3:4])([CH2:23][CH2:24][CH2:25][CH3:26])[CH2:19][CH2:20][CH2:21][CH3:22])[CH:7]=3)=[CH:13][CH:14]=2)/[S:34][C:33]1=[S:38])[CH3:28].